This data is from Reaction yield outcomes from USPTO patents with 853,638 reactions. The task is: Predict the reaction yield, written as a fraction of the theoretical maximum amount of product (1.0 means a 100% yield; for example, 0.34 means a 34% yield). (1) The reactants are Br[C:2]1[CH:3]=[C:4]2[C:9](=[CH:10][CH:11]=1)[C:8]([CH2:12][N:13]1[C:19](=[O:20])[C@@H:18]([NH:21][C:22](=[O:34])[C@@H:23]([N:25]([CH3:33])[C:26](=[O:32])[O:27][C:28]([CH3:31])([CH3:30])[CH3:29])[CH3:24])[CH2:17][O:16][C:15]3[CH:35]=[CH:36][CH:37]=[CH:38][C:14]1=3)=[C:7]([O:39][CH3:40])[CH:6]=[CH:5]2.C1(P(C2C=CC=CC=2)C2[C:61]3[O:60][C:59]4C(=CC=CC=4P(C4C=CC=CC=4)C4C=CC=CC=4)C(C)(C)C=3C=CC=2)C=CC=CC=1.C[OH:84]. The catalyst is CC([O-])=O.CC([O-])=O.[Pd+2]. The product is [C:28]([O:27][C:26]([N:25]([CH3:33])[C@@H:23]([CH3:24])[C:22]([NH:21][C@H:18]1[CH2:17][O:16][C:15]2[CH:35]=[CH:36][CH:37]=[CH:38][C:14]=2[N:13]([CH2:12][C:8]2[C:7]([O:39][CH3:40])=[CH:6][CH:5]=[C:4]3[C:9]=2[CH:10]=[CH:11][C:2]([C:59]([O:60][CH3:61])=[O:84])=[CH:3]3)[C:19]1=[O:20])=[O:34])=[O:32])([CH3:30])([CH3:31])[CH3:29]. The yield is 0.713. (2) The catalyst is O1CCOCC1. The yield is 0.380. The product is [ClH:46].[C:1]([NH:5][C:6]([C:8]1[C:12]2=[N:13][C:14]([C:17]3[CH:25]=[CH:24][CH:23]=[C:22]4[C:18]=3[CH:19]=[N:20][N:21]4[CH3:26])=[CH:15][N:16]=[C:11]2[NH:10][CH:9]=1)=[O:7])([CH3:4])([CH3:3])[CH3:2]. The reactants are [C:1]([NH:5][C:6]([C:8]1[C:12]2=[N:13][C:14]([C:17]3[CH:25]=[CH:24][CH:23]=[C:22]4[C:18]=3[CH:19]=[N:20][N:21]4[CH3:26])=[CH:15][N:16]=[C:11]2[N:10](C(C2C=CC=CC=2)(C2C=CC=CC=2)C2C=CC=CC=2)[CH:9]=1)=[O:7])([CH3:4])([CH3:3])[CH3:2].[ClH:46]. (3) The reactants are [Cl:1][C:2]1[CH:3]=[C:4]([CH2:9][C:10]([O:12][CH2:13][CH3:14])=[O:11])[CH:5]=[C:6]([CH3:8])[CH:7]=1.[CH:15](OCC)=[O:16]. The catalyst is C(OCC)C. The product is [O:16]=[CH:15][CH:9]([C:4]1[CH:5]=[C:6]([CH3:8])[CH:7]=[C:2]([Cl:1])[CH:3]=1)[C:10]([O:12][CH2:13][CH3:14])=[O:11]. The yield is 0.610.